This data is from CYP2D6 inhibition data for predicting drug metabolism from PubChem BioAssay. The task is: Regression/Classification. Given a drug SMILES string, predict its absorption, distribution, metabolism, or excretion properties. Task type varies by dataset: regression for continuous measurements (e.g., permeability, clearance, half-life) or binary classification for categorical outcomes (e.g., BBB penetration, CYP inhibition). Dataset: cyp2d6_veith. The molecule is CC(=O)O[C@@H]1C(=O)[C@]2(C)[C@@H]([C@H](OC(=O)c3ccccc3)[C@@]3(O)C[C@H](OC(=O)[C@@H](O)[C@@H](NC(=O)c4ccccc4)c4ccccc4)C(C)=C1C3(C)C)[C@@]1(OC(C)=O)CO[C@@H]1C[C@H]2O. The result is 0 (non-inhibitor).